The task is: Predict the reactants needed to synthesize the given product.. This data is from Full USPTO retrosynthesis dataset with 1.9M reactions from patents (1976-2016). (1) Given the product [C:59]([N:55]1[C:56]2[C:51](=[CH:50][C:49]([N:32]3[CH2:33][CH2:34][N:29]([C:35]([O:37][C:38]([CH3:41])([CH3:40])[CH3:39])=[O:36])[CH2:30][CH2:31]3)=[CH:58][CH:57]=2)[C@H:52]([NH:66][C:67]2[N:72]=[CH:71][CH:70]=[CH:69][N:68]=2)[C@@H:53]([CH3:65])[C@@H:54]1[CH:62]1[CH2:64][CH2:63]1)(=[O:61])[CH3:60], predict the reactants needed to synthesize it. The reactants are: CN(C1C(C2C(P(C3CCCCC3)C3CCCCC3)=CC=CC=2)=CC=CC=1)C.[N:29]1([C:35]([O:37][C:38]([CH3:41])([CH3:40])[CH3:39])=[O:36])[CH2:34][CH2:33][NH:32][CH2:31][CH2:30]1.CC(C)([O-])C.[Na+].Br[C:49]1[CH:50]=[C:51]2[C:56](=[CH:57][CH:58]=1)[N:55]([C:59](=[O:61])[CH3:60])[C@@H:54]([CH:62]1[CH2:64][CH2:63]1)[C@H:53]([CH3:65])[C@H:52]2[NH:66][C:67]1[N:72]=[CH:71][CH:70]=[CH:69][N:68]=1. (2) The reactants are: C([O:5][C:6](=[O:21])[C:7]1[CH:12]=[CH:11][C:10]([S:13]([CH3:16])(=[O:15])=[O:14])=[C:9]([S:17]([CH3:20])(=[O:19])=[O:18])[CH:8]=1)(C)(C)C.FC(F)(F)C(O)=O. Given the product [CH3:20][S:17]([C:9]1[CH:8]=[C:7]([CH:12]=[CH:11][C:10]=1[S:13]([CH3:16])(=[O:15])=[O:14])[C:6]([OH:21])=[O:5])(=[O:19])=[O:18], predict the reactants needed to synthesize it. (3) Given the product [NH2:66][C:67]1[CH:75]=[C:74]([S:76]([N:79]2[C:85](=[O:86])[CH:84]([CH2:87][C:88]3[CH:93]=[C:92]([Cl:94])[CH:91]=[CH:90][C:89]=3[O:95][CH3:96])[CH2:83][NH:82][C:81](=[O:97])[CH2:80]2)(=[O:77])=[O:78])[CH:73]=[CH:72][C:68]=1[C:69]([O:71][CH3:2])=[O:70], predict the reactants needed to synthesize it. The reactants are: Cl[C:2]1C=CC(S(N2C(=O)/C(=C/C3C=C(Cl)C=CC=3OC)/CNC(=O)C2)(=O)=O)=CC=1C(OC)=O.ClC1C=CC(S(N2C(=O)/C(=C/C3C=C(Cl)C=CC=3OC)/CNC(=O)C2)(=O)=O)=CC=1C(O)=O.[NH2:66][C:67]1[CH:75]=[C:74]([S:76]([N:79]2[C:85](=[O:86])[CH:84]([CH2:87][C:88]3[CH:93]=[C:92]([Cl:94])[CH:91]=[CH:90][C:89]=3[O:95][CH3:96])[CH2:83][NH:82][C:81](=[O:97])[CH2:80]2)(=[O:78])=[O:77])[CH:73]=[CH:72][C:68]=1[C:69]([OH:71])=[O:70]. (4) Given the product [F:22][C:16]1[CH:17]=[C:18]([F:21])[CH:19]=[CH:20][C:15]=1[O:14][C:11]1[CH:10]=[CH:9][C:8]([C:6]2[N:7]=[CH:3][N:4]([CH3:23])[CH:5]=2)=[CH:13][CH:12]=1, predict the reactants needed to synthesize it. The reactants are: C([C:3]1[N:4]([CH3:23])[CH:5]=[C:6]([C:8]2[CH:13]=[CH:12][C:11]([O:14][C:15]3[CH:20]=[CH:19][C:18]([F:21])=[CH:17][C:16]=3[F:22])=[CH:10][CH:9]=2)[N:7]=1)#N.FC1C=C(F)C=CC=1OC1C=CC(C2N=CNC=2)=CC=1.[OH-].[K+].CI. (5) Given the product [F:21][CH:2]([F:1])[CH2:3][N:4]1[CH2:5][CH2:6][N:7]([C:10]2[CH:15]=[CH:14][C:13]([NH2:16])=[CH:12][C:11]=2[O:19][CH3:20])[CH2:8][CH2:9]1, predict the reactants needed to synthesize it. The reactants are: [F:1][CH:2]([F:21])[CH2:3][N:4]1[CH2:9][CH2:8][N:7]([C:10]2[CH:15]=[CH:14][C:13]([N+:16]([O-])=O)=[CH:12][C:11]=2[O:19][CH3:20])[CH2:6][CH2:5]1.[H][H]. (6) Given the product [CH3:19][Si:20]([CH3:22])([CH3:21])[N:1]([CH2:2][CH2:3][CH2:4][Si:5]([O:10][CH3:11])([O:6][CH3:7])[O:8][CH3:9])[Si:20]([CH3:22])([CH3:21])[CH3:19], predict the reactants needed to synthesize it. The reactants are: [NH2:1][CH2:2][CH2:3][CH2:4][Si:5]([O:10][CH3:11])([O:8][CH3:9])[O:6][CH3:7].C(N(CC)CC)C.[CH3:19][Si:20](Cl)([CH3:22])[CH3:21]. (7) Given the product [N+:14]([C:17]1[CH:21]=[N:20][N:19]([CH2:4][C:5]2[S:6][CH:7]=[C:8]([C:10]([O:12][CH3:13])=[O:11])[N:9]=2)[N:18]=1)([O-:16])=[O:15], predict the reactants needed to synthesize it. The reactants are: N#N.Cl[CH2:4][C:5]1[S:6][CH:7]=[C:8]([C:10]([O:12][CH3:13])=[O:11])[N:9]=1.[N+:14]([C:17]1[CH:21]=[N:20][NH:19][N:18]=1)([O-:16])=[O:15].CCN(C(C)C)C(C)C. (8) Given the product [Si:1]([O:8][C@@H:9]([CH2:13][CH2:12][OH:11])[C:10]([NH2:15])=[O:14])([C:4]([CH3:7])([CH3:6])[CH3:5])([CH3:3])[CH3:2], predict the reactants needed to synthesize it. The reactants are: [Si:1]([O:8][CH:9]1[CH2:13][CH2:12][O:11][C:10]1=[O:14])([C:4]([CH3:7])([CH3:6])[CH3:5])([CH3:3])[CH3:2].[NH3:15].